Dataset: Full USPTO retrosynthesis dataset with 1.9M reactions from patents (1976-2016). Task: Predict the reactants needed to synthesize the given product. Given the product [CH2:7]([O:9][C:10]1[CH:11]=[C:12]2[C:18](=[CH:19][CH:20]=1)[C:5](=[O:4])[NH:23][CH:14]=[CH:13]2)[CH3:8], predict the reactants needed to synthesize it. The reactants are: ClC([O:4][CH2:5]C)=O.[CH2:7]([O:9][C:10]1[CH:11]=[C:12]([CH:18]=[CH:19][CH:20]=1)[CH:13]=[CH:14]C(O)=O)[CH3:8].C([N:23](CC)CC)C.[N-]=[N+]=[N-].[Na+].C1(CC2C=CC=CC=2)C=CC=CC=1.C(N(CCCC)CCCC)CCC.